From a dataset of Full USPTO retrosynthesis dataset with 1.9M reactions from patents (1976-2016). Predict the reactants needed to synthesize the given product. (1) Given the product [NH2:20][C:16]1[O:15][C:10]2[CH2:11][CH2:12][CH2:13][CH2:14][C:9]=2[C:17]=1[C:18]#[N:19], predict the reactants needed to synthesize it. The reactants are: C(N(CC)CC)C.O[CH:9]1[CH2:14][CH2:13][CH2:12][CH2:11][C:10]1=[O:15].[C:16](#[N:20])[CH2:17][C:18]#[N:19]. (2) Given the product [Cl:1][C:2]1[CH:7]=[C:6]([Cl:8])[N:5]=[C:4]([O:13][CH2:14][C:15]2([C:18]#[N:19])[CH2:17][CH2:16]2)[N:3]=1, predict the reactants needed to synthesize it. The reactants are: [Cl:1][C:2]1[CH:7]=[C:6]([Cl:8])[N:5]=[C:4](S(C)(=O)=O)[N:3]=1.[OH:13][CH2:14][C:15]1([C:18]#[N:19])[CH2:17][CH2:16]1.[Li+].C[Si]([N-][Si](C)(C)C)(C)C.CCOC(C)=O. (3) Given the product [C:33]([O:37][C:38]([N:24]1[C:25]2[C:30](=[CH:29][CH:28]=[C:27]([Cl:31])[CH:26]=2)/[C:22](=[CH:21]/[C:15]2[CH:16]=[C:17]([Cl:20])[CH:18]=[CH:19][C:14]=2[N:11]2[CH2:10][CH2:9][N:8]([C:6]([O:5][C:1]([CH3:4])([CH3:2])[CH3:3])=[O:7])[CH2:13][CH2:12]2)/[C:23]1=[O:32])=[O:39])([CH3:36])([CH3:35])[CH3:34], predict the reactants needed to synthesize it. The reactants are: [C:1]([O:5][C:6]([N:8]1[CH2:13][CH2:12][N:11]([C:14]2[CH:19]=[CH:18][C:17]([Cl:20])=[CH:16][C:15]=2/[CH:21]=[C:22]2\[C:23](=[O:32])[NH:24][C:25]3[C:30]\2=[CH:29][CH:28]=[C:27]([Cl:31])[CH:26]=3)[CH2:10][CH2:9]1)=[O:7])([CH3:4])([CH3:3])[CH3:2].[C:33]([O:37][C:38](O[C:38]([O:37][C:33]([CH3:36])([CH3:35])[CH3:34])=[O:39])=[O:39])([CH3:36])([CH3:35])[CH3:34]. (4) Given the product [NH2:22][C:19]1[N:20]=[CH:21][C:16]([C:11]2[C:10]([F:23])=[C:9]([OH:8])[C:14]([CH3:15])=[CH:13][CH:12]=2)=[N:17][CH:18]=1, predict the reactants needed to synthesize it. The reactants are: [Si]([O:8][C:9]1[C:10]([F:23])=[C:11]([C:16]2[N:17]=[CH:18][C:19]([NH2:22])=[N:20][CH:21]=2)[CH:12]=[CH:13][C:14]=1[CH3:15])(C(C)(C)C)(C)C.[F-].C([N+](CCCC)(CCCC)CCCC)CCC. (5) Given the product [NH2:23][C:24]1[N:25]=[CH:26][C:27]([C:8]2[CH:9]=[C:10]3[C:5]([C:4]([CH3:20])([CH3:21])[C:3](=[O:22])[N:2]3[CH3:1])=[CH:6][CH:7]=2)=[CH:28][CH:29]=1, predict the reactants needed to synthesize it. The reactants are: [CH3:1][N:2]1[C:10]2[C:5](=[CH:6][CH:7]=[C:8](B3OC(C)(C)C(C)(C)O3)[CH:9]=2)[C:4]([CH3:21])([CH3:20])[C:3]1=[O:22].[NH2:23][C:24]1[CH:29]=[CH:28][C:27](Br)=[CH:26][N:25]=1. (6) Given the product [Cl:27][C:22]1[CH:21]=[C:20]([S:17]([N:10]2[C:11]3=[N:12][CH:13]=[CH:14][CH:15]=[C:16]3[C:8]([CH:6]([CH3:7])[C:5]([OH:29])=[O:4])=[C:9]2[CH3:28])(=[O:18])=[O:19])[CH:25]=[CH:24][C:23]=1[Cl:26], predict the reactants needed to synthesize it. The reactants are: [OH-].[Na+].C[O:4][C:5](=[O:29])[CH:6]([C:8]1[C:16]2[C:11](=[N:12][CH:13]=[CH:14][CH:15]=2)[N:10]([S:17]([C:20]2[CH:25]=[CH:24][C:23]([Cl:26])=[C:22]([Cl:27])[CH:21]=2)(=[O:19])=[O:18])[C:9]=1[CH3:28])[CH3:7]. (7) Given the product [NH2:30][C:31]1[S:35][C:34]([C:36]2[C:41]([F:42])=[CH:40][CH:39]=[CH:38][C:37]=2[F:43])=[N:33][C:32]=1[C:44]([NH:1][C:2]1[CH:3]=[N:4][N:5]([CH3:22])[C:6]=1[N:7]1[CH2:12][CH2:11][NH:10][CH2:9][C@H:8]1[CH2:20][CH3:21])=[O:45], predict the reactants needed to synthesize it. The reactants are: [NH2:1][C:2]1[CH:3]=[N:4][N:5]([CH3:22])[C:6]=1[N:7]1[CH2:12][CH2:11][N:10](C(OC(C)(C)C)=O)[CH2:9][C@H:8]1[CH2:20][CH3:21].C(OC([NH:30][C:31]1[S:35][C:34]([C:36]2[C:41]([F:42])=[CH:40][CH:39]=[CH:38][C:37]=2[F:43])=[N:33][C:32]=1[C:44](O)=[O:45])=O)(C)(C)C.